This data is from NCI-60 drug combinations with 297,098 pairs across 59 cell lines. The task is: Regression. Given two drug SMILES strings and cell line genomic features, predict the synergy score measuring deviation from expected non-interaction effect. Drug 1: CC1=C(C=C(C=C1)NC2=NC=CC(=N2)N(C)C3=CC4=NN(C(=C4C=C3)C)C)S(=O)(=O)N.Cl. Drug 2: COCCOC1=C(C=C2C(=C1)C(=NC=N2)NC3=CC=CC(=C3)C#C)OCCOC.Cl. Cell line: SK-MEL-2. Synergy scores: CSS=7.34, Synergy_ZIP=4.75, Synergy_Bliss=13.7, Synergy_Loewe=7.44, Synergy_HSA=9.75.